This data is from Full USPTO retrosynthesis dataset with 1.9M reactions from patents (1976-2016). The task is: Predict the reactants needed to synthesize the given product. (1) Given the product [OH:2][C:3]1[CH:4]=[C:5]2[C:9](=[CH:10][CH:11]=1)[N:8]([CH3:12])[CH:7]=[C:6]2[CH:13]([CH3:17])[C:14]([OH:16])=[O:15], predict the reactants needed to synthesize it. The reactants are: C[O:2][C:3]1[CH:4]=[C:5]2[C:9](=[CH:10][CH:11]=1)[N:8]([CH3:12])[CH:7]=[C:6]2[CH:13]([CH3:17])[C:14]([OH:16])=[O:15].B(Br)(Br)Br. (2) Given the product [Cl:1][C:2]1[CH:10]=[C:9]2[C:5]([CH:6]([C:12]3[CH:17]=[CH:16][C:15]([CH:18]([CH3:20])[CH3:19])=[CH:14][CH:13]=3)[C:7](=[O:11])[NH:8]2)=[CH:4][CH:3]=1, predict the reactants needed to synthesize it. The reactants are: [Cl:1][C:2]1[CH:10]=[C:9]2[C:5]([C:6](O)([C:12]3[CH:17]=[CH:16][C:15]([CH:18]([CH3:20])[CH3:19])=[CH:14][CH:13]=3)[C:7](=[O:11])[NH:8]2)=[CH:4][CH:3]=1.C([SiH](CC)CC)C.FC(F)(F)C(O)=O.C(=O)([O-])[O-].[Na+].[Na+]. (3) Given the product [CH3:18][C:4]1[C:5]([S:8]([N:11]2[CH2:16][CH2:15][CH:14]([C:20]#[N:21])[CH2:13][CH2:12]2)(=[O:10])=[O:9])=[C:6]([CH3:7])[NH:2][N:3]=1, predict the reactants needed to synthesize it. The reactants are: C[N:2]1[C:6]([CH3:7])=[C:5]([S:8]([N:11]2[CH2:16][CH2:15][C:14](=O)[CH2:13][CH2:12]2)(=[O:10])=[O:9])[C:4]([CH3:18])=[N:3]1.C[C:20]1C(S(Cl)(=O)=O)=C(C)N[N:21]=1.N1CCC(C#N)CC1. (4) Given the product [CH:1]1([C:4]2[C:5]([O:18][CH2:19][C:20]3([CH3:30])[CH2:29][CH2:28][C:23]4([C:25]([F:27])([F:26])[CH2:24]4)[CH2:22][CH2:21]3)=[CH:6][C:7]([F:17])=[C:8]([CH:16]=2)[C:9]([OH:11])=[O:10])[CH2:3][CH2:2]1, predict the reactants needed to synthesize it. The reactants are: [CH:1]1([C:4]2[C:5]([O:18][CH2:19][C:20]3([CH3:30])[CH2:29][CH2:28][C:23]4([C:25]([F:27])([F:26])[CH2:24]4)[CH2:22][CH2:21]3)=[CH:6][C:7]([F:17])=[C:8]([CH:16]=2)[C:9]([O:11]C(C)(C)C)=[O:10])[CH2:3][CH2:2]1.C1(OC)C=CC=CC=1.FC(F)(F)C(O)=O. (5) Given the product [S:12](=[O:14])(=[O:13])([OH:16])[OH:15].[F:1][C:2]1[C:11]2[C:6](=[CH:7][CH:8]=[CH:9][CH:10]=2)[CH:5]=[N:4][CH:3]=1, predict the reactants needed to synthesize it. The reactants are: [F:1][C:2]1[C:11]2[C:6](=[CH:7][CH:8]=[CH:9][CH:10]=2)[CH:5]=[N:4][CH:3]=1.[S:12](=[O:16])(=[O:15])([OH:14])[OH:13]. (6) Given the product [F:1][C:2]1[CH:11]=[CH:10][CH:9]=[C:8]2[C:3]=1[C:4](=[O:17])[C:5]([C:12]([OH:14])=[O:13])=[CH:6][N:7]2[CH2:27][C:28]1[CH:37]=[CH:36][C:35]2[C:30](=[CH:31][CH:32]=[C:33]([F:38])[CH:34]=2)[CH:29]=1, predict the reactants needed to synthesize it. The reactants are: [F:1][C:2]1[CH:11]=[CH:10][CH:9]=[C:8]2[C:3]=1[C:4](=[O:17])[C:5]([C:12]([O:14]CC)=[O:13])=[CH:6][NH:7]2.C(=O)([O-])[O-].[K+].[K+].[I-].[K+].Br[CH2:27][C:28]1[CH:37]=[CH:36][C:35]2[C:30](=[CH:31][CH:32]=[C:33]([F:38])[CH:34]=2)[CH:29]=1.[OH-].[Li+].Cl. (7) Given the product [C:12]([OH:14])(=[O:13])[CH:11]=[CH2:10].[NH2:47][C:48]([O:26][CH2:25][CH3:27])=[O:49], predict the reactants needed to synthesize it. The reactants are: CCCCCCCCC[CH2:10][CH2:11][C:12]([O:14][Sn](O[C:25]([CH2:27]CCCCCCCCCC)=[O:26])(CCCC)CCCC)=[O:13].CC1(C)CC(C[N:47]=[C:48]=[O:49])(C)CC(N=C=O)C1. (8) Given the product [CH2:1]([O:3][C:4]1[CH:11]=[CH:10][C:7]([CH2:8][N:16]([CH3:17])[CH3:15])=[CH:6][C:5]=1[N+:12]([O-:14])=[O:13])[CH3:2], predict the reactants needed to synthesize it. The reactants are: [CH2:1]([O:3][C:4]1[CH:11]=[CH:10][C:7]([CH2:8]Cl)=[CH:6][C:5]=1[N+:12]([O-:14])=[O:13])[CH3:2].[CH3:15][NH:16][CH3:17].